From a dataset of Catalyst prediction with 721,799 reactions and 888 catalyst types from USPTO. Predict which catalyst facilitates the given reaction. (1) Reactant: [H-].[Na+].[Br:3][C:4]1[CH:5]=[C:6]([CH2:10][C:11]#[N:12])[CH:7]=[N:8][CH:9]=1.[CH3:13]I. Product: [Br:3][C:4]1[CH:5]=[C:6]([CH:10]([CH3:13])[C:11]#[N:12])[CH:7]=[N:8][CH:9]=1. The catalyst class is: 3. (2) Reactant: [CH3:1][C:2]1([CH2:8][C:9]([O:11]CC)=[O:10])[CH2:7][CH2:6][O:5][CH2:4][CH2:3]1.[OH-].[Na+]. Product: [CH3:1][C:2]1([CH2:8][C:9]([OH:11])=[O:10])[CH2:7][CH2:6][O:5][CH2:4][CH2:3]1. The catalyst class is: 40.